This data is from Full USPTO retrosynthesis dataset with 1.9M reactions from patents (1976-2016). The task is: Predict the reactants needed to synthesize the given product. Given the product [Br:1][C:2]1[C:7]([OH:8])=[CH:6][CH:5]=[C:4]([CH3:9])[C:3]=1[CH:10]([O:15][C:3]([CH3:10])([CH3:4])[CH3:2])[C:11]([O:13][CH3:14])=[O:12], predict the reactants needed to synthesize it. The reactants are: [Br:1][C:2]1[C:7]([OH:8])=[CH:6][CH:5]=[C:4]([CH3:9])[C:3]=1[CH:10]([OH:15])[C:11]([O:13][CH3:14])=[O:12].